Predict which catalyst facilitates the given reaction. From a dataset of Catalyst prediction with 721,799 reactions and 888 catalyst types from USPTO. (1) Reactant: [Br:1][C:2]1[CH:3]=[C:4]([CH:20]=[CH:21][CH:22]=1)[CH2:5][C:6]1[CH:7]=[C:8]([C:11]([C:13]2[C:14](Cl)=[N:15][CH:16]=[N:17][CH:18]=2)=[O:12])[S:9][CH:10]=1.Cl.[NH2:24][C@H:25]1[C@@H:29]2[O:30][C:31]([CH3:34])([CH3:33])[O:32][C@@H:28]2[C@@H:27]([CH2:35][OH:36])[CH2:26]1.C(N(CC)C(C)C)(C)C. Product: [Br:1][C:2]1[CH:3]=[C:4]([CH:20]=[CH:21][CH:22]=1)[CH2:5][C:6]1[CH:7]=[C:8]([C:11]([C:13]2[C:14]([NH:24][C@H:25]3[C@H:29]4[C@H:28]([O:32][C:31]([CH3:33])([CH3:34])[O:30]4)[C@@H:27]([CH2:35][OH:36])[CH2:26]3)=[N:15][CH:16]=[N:17][CH:18]=2)=[O:12])[S:9][CH:10]=1. The catalyst class is: 41. (2) Reactant: C([N:3]([CH2:6]C)CC)C.[C:8]([OH:12])([CH3:11])([CH3:10])[CH3:9].C1(C2C(C3C=CC=CC=3)=C(N=[N+]=[N-])PC=2)C=CC=CC=1.[CH3:33][C:34]1[CH:39]=[C:38]([CH3:40])[CH:37]=[CH:36][C:35]=1[C:41]1[C:42]2[N:43]([C:47](C(O)=O)=[C:48]([CH2:50][CH3:51])[N:49]=2)[N:44]=[CH:45][CH:46]=1.[OH2:55]. Product: [CH3:33][C:34]1[CH:39]=[C:38]([CH3:40])[CH:37]=[CH:36][C:35]=1[C:41]1[C:42]2[N:43]([C:47]([NH:3][C:6](=[O:55])[O:12][C:8]([CH3:11])([CH3:10])[CH3:9])=[C:48]([CH2:50][CH3:51])[N:49]=2)[N:44]=[CH:45][CH:46]=1. The catalyst class is: 11. (3) Reactant: BrB(Br)Br.[F:5][C:6]1[CH:7]=[C:8]([CH:15]([CH3:19])[C:16]([OH:18])=[O:17])[CH:9]=[C:10]([F:14])[C:11]=1[O:12]C.[CH3:20]O. Product: [F:5][C:6]1[CH:7]=[C:8]([CH:15]([CH3:19])[C:16]([O:18][CH3:20])=[O:17])[CH:9]=[C:10]([F:14])[C:11]=1[OH:12]. The catalyst class is: 4. (4) Product: [F:56][CH:9]([F:8])[C:10]1[CH:15]=[CH:14][N:13]=[C:12]([NH:16][C:17]2[N:22]=[C:21]([C:23]3[CH:24]=[N:25][C:26]([C@@:29]([C@H:32]4[CH2:33][CH2:34][C@H:35]([C:38]([O:40][C@H:41]5[CH2:46][CH2:45][C@@H:44]([NH2:47])[CH2:43][CH2:42]5)=[O:39])[CH2:36][CH2:37]4)([OH:31])[CH3:30])=[CH:27][CH:28]=3)[CH:20]=[C:19]([CH3:55])[CH:18]=2)[CH:11]=1. Reactant: C(O)(C(F)(F)F)=O.[F:8][CH:9]([F:56])[C:10]1[CH:15]=[CH:14][N:13]=[C:12]([NH:16][C:17]2[N:22]=[C:21]([C:23]3[CH:24]=[N:25][C:26]([C@@:29]([C@H:32]4[CH2:37][CH2:36][C@H:35]([C:38]([O:40][C@H:41]5[CH2:46][CH2:45][C@@H:44]([NH:47]C(OC(C)(C)C)=O)[CH2:43][CH2:42]5)=[O:39])[CH2:34][CH2:33]4)([OH:31])[CH3:30])=[CH:27][CH:28]=3)[CH:20]=[C:19]([CH3:55])[CH:18]=2)[CH:11]=1. The catalyst class is: 4. (5) Reactant: CS(O[CH:6]([C:9]1[CH:14]=[CH:13][C:12]([C:15]2[CH:20]=[CH:19][C:18]([CH2:21][O:22][CH2:23][O:24][CH3:25])=[CH:17][CH:16]=2)=[CH:11][N:10]=1)[CH2:7][CH3:8])(=O)=O.[NH:26]1[CH:30]=[CH:29][N:28]=[CH:27]1.C(N(CC)CC)C. Product: [N:26]1([CH:6]([C:9]2[CH:14]=[CH:13][C:12]([C:15]3[CH:20]=[CH:19][C:18]([CH2:21][O:22][CH2:23][O:24][CH3:25])=[CH:17][CH:16]=3)=[CH:11][N:10]=2)[CH2:7][CH3:8])[CH:30]=[CH:29][N:28]=[CH:27]1. The catalyst class is: 1. (6) Reactant: [Cl:1][C:2]1[C:3]([CH2:8]O)=[N:4][CH:5]=[CH:6][CH:7]=1.CCN(CC)CC.CS(Cl)(=O)=O.C(OC(=O)[NH:28][CH2:29][CH2:30][CH2:31][CH2:32][NH:33][CH2:34][C:35]1[C:40]([Cl:41])=[CH:39][CH:38]=[CH:37][N:36]=1)(C)(C)C. Product: [Cl:1][C:2]1[C:3]([CH2:8][N:33]([CH2:34][C:35]2[C:40]([Cl:41])=[CH:39][CH:38]=[CH:37][N:36]=2)[CH2:32][CH2:31][CH2:30][CH2:29][NH2:28])=[N:4][CH:5]=[CH:6][CH:7]=1. The catalyst class is: 759. (7) Reactant: [CH3:1][S:2]([CH2:5][CH2:6][CH2:7][O:8][C:9]1[C:10]2[N:11]([C:15]([C:18]3[CH:23]=[CH:22][N:21]=[C:20]([NH:24][CH:25]4[CH2:30][CH2:29][CH:28]([C:31](O)=[O:32])[CH2:27][CH2:26]4)[N:19]=3)=[CH:16][N:17]=2)[CH:12]=[CH:13][CH:14]=1)(=[O:4])=[O:3].F[P-](F)(F)(F)(F)F.N1(O[P+](N(C)C)(N(C)C)N(C)C)C2C=CC=CC=2N=N1.CCN(C(C)C)C(C)C.[NH:70]1[CH2:75][CH2:74][CH:73]([OH:76])[CH2:72][CH2:71]1. Product: [OH:76][CH:73]1[CH2:74][CH2:75][N:70]([C:31]([CH:28]2[CH2:29][CH2:30][CH:25]([NH:24][C:20]3[N:19]=[C:18]([C:15]4[N:11]5[CH:12]=[CH:13][CH:14]=[C:9]([O:8][CH2:7][CH2:6][CH2:5][S:2]([CH3:1])(=[O:3])=[O:4])[C:10]5=[N:17][CH:16]=4)[CH:23]=[CH:22][N:21]=3)[CH2:26][CH2:27]2)=[O:32])[CH2:71][CH2:72]1. The catalyst class is: 18.